This data is from Forward reaction prediction with 1.9M reactions from USPTO patents (1976-2016). The task is: Predict the product of the given reaction. Given the reactants [F:1][C:2]1[CH:7]=[C:6]([CH3:8])[CH:5]=[CH:4][C:3]=1[NH:9][C:10]1[C:19]2[C:14](=[CH:15][C:16]([O:26][CH3:27])=[C:17]([C:20]3[CH2:21][CH2:22][NH:23][CH2:24][CH:25]=3)[CH:18]=2)[N:13]=[N:12][C:11]=1[C:28]([NH2:30])=[O:29], predict the reaction product. The product is: [F:1][C:2]1[CH:7]=[C:6]([CH3:8])[CH:5]=[CH:4][C:3]=1[NH:9][C:10]1[C:19]2[C:14](=[CH:15][C:16]([O:26][CH3:27])=[C:17]([CH:20]3[CH2:21][CH2:22][NH:23][CH2:24][CH2:25]3)[CH:18]=2)[N:13]=[N:12][C:11]=1[C:28]([NH2:30])=[O:29].